From a dataset of Catalyst prediction with 721,799 reactions and 888 catalyst types from USPTO. Predict which catalyst facilitates the given reaction. (1) The catalyst class is: 144. Reactant: [OH:1][C:2]1[C:7]([O:8][CH3:9])=[C:6]([O:10][CH3:11])[C:5]([OH:12])=[C:4]([CH3:13])[C:3]=1[CH:14]([C:20]1[CH:25]=[CH:24][CH:23]=[CH:22][CH:21]=1)[CH2:15][CH2:16][C:17]([OH:19])=[O:18].[N+]([O-])([O-])=O.[Ce].[NH4+].O.CCOCC. Product: [CH3:11][O:10][C:6]1[C:5](=[O:12])[C:4]([CH3:13])=[C:3]([CH:14]([C:20]2[CH:25]=[CH:24][CH:23]=[CH:22][CH:21]=2)[CH2:15][CH2:16][C:17]([OH:19])=[O:18])[C:2](=[O:1])[C:7]=1[O:8][CH3:9]. (2) Reactant: [Br:1][C:2]1[CH:3]=[C:4]2[C:11](=[CH:12][CH:13]=1)[O:10][CH2:9][C:6]1([CH2:8][CH2:7]1)[C:5]2([NH:19][C:20]([NH:22]C(=O)C1C=CC=CC=1)=[S:21])[C:14]([F:18])([F:17])[CH2:15][OH:16].CN. Product: [Br:1][C:2]1[CH:3]=[C:4]2[C:11](=[CH:12][CH:13]=1)[O:10][CH2:9][C:6]1([CH2:7][CH2:8]1)[C:5]2([NH:19][C:20]([NH2:22])=[S:21])[C:14]([F:18])([F:17])[CH2:15][OH:16]. The catalyst class is: 5.